This data is from Full USPTO retrosynthesis dataset with 1.9M reactions from patents (1976-2016). The task is: Predict the reactants needed to synthesize the given product. (1) Given the product [CH3:5][CH:6]([CH3:14])[CH2:7][C:23]([NH:1][C:4]1[CH:5]=[C:6]2[C:14](=[CH:15][CH:16]=1)[NH:13][C:12]1[C:11]3[NH:17][N:18]=[CH:19][C:10]=3[CH2:9][CH2:8][C:7]2=1)=[O:24], predict the reactants needed to synthesize it. The reactants are: [N+:1]([C:4]1[CH:5]=[C:6]2[C:14](=[CH:15][CH:16]=1)[NH:13][C:12]1[C:11]3=[N:17][NH:18][CH:19]=[C:10]3[CH2:9][CH2:8][C:7]2=1)([O-])=O.C(Cl)Cl.[CH3:23][OH:24]. (2) Given the product [CH3:1][O:2][C:3]1[CH:4]=[C:5]([C@:11]([CH:19]([CH3:21])[CH3:20])([CH2:14][CH2:15][CH2:16][N:17]([CH3:22])[CH2:18][CH2:29][CH:30]([CH3:32])[CH3:31])[C:12]#[N:13])[CH:6]=[CH:7][C:8]=1[O:9][CH3:10], predict the reactants needed to synthesize it. The reactants are: [CH3:1][O:2][C:3]1[CH:4]=[C:5]([C@:11]([CH:19]([CH3:21])[CH3:20])([CH2:14][CH2:15][CH2:16][NH:17][CH3:18])[C:12]#[N:13])[CH:6]=[CH:7][C:8]=1[O:9][CH3:10].[C:22](=O)([O-])[O-].[K+].[K+].C(Br)[CH2:29][CH:30]([CH3:32])[CH3:31]. (3) Given the product [F:8][C:4]1[CH:5]=[CH:6][CH:7]=[C:2]([F:1])[C:3]=1[C:9]1[NH:10][C:11]2[C:16]([CH:17]=1)=[CH:15][C:14]([C:18]1[C:19]([CH3:29])=[CH:20][C:21]([C:24]3[O:25][CH:26]=[CH:27][N:28]=3)=[N:22][CH:23]=1)=[CH:13][CH:12]=2, predict the reactants needed to synthesize it. The reactants are: [F:1][C:2]1[CH:7]=[CH:6][CH:5]=[C:4]([F:8])[C:3]=1[C:9]1[N:10](S(C2C=CC=CC=2)(=O)=O)[C:11]2[C:16]([CH:17]=1)=[CH:15][C:14]([C:18]1[C:19]([CH3:29])=[CH:20][C:21]([C:24]3[O:25][CH:26]=[CH:27][N:28]=3)=[N:22][CH:23]=1)=[CH:13][CH:12]=2.C(=O)([O-])[O-].[Cs+].[Cs+].CO. (4) The reactants are: [CH:1]1[C:10]2[C:5](=[C:6](C3C=C4C(=CC=3)C=C(NC(C3SC=CC=3)=O)C=C4)[CH:7]=[CH:8][CH:9]=2)[CH:4]=[CH:3][N:2]=1.[NH4+:29].[Cl-:30]. Given the product [Cl:30][C:1]1[C:10]2[CH:9]=[CH:8][CH:7]=[C:6]([NH2:29])[C:5]=2[CH:4]=[CH:3][N:2]=1, predict the reactants needed to synthesize it. (5) Given the product [CH3:15][O:16][C:17](=[O:25])[C:18]1[CH:23]=[CH:22][CH:21]=[C:20]([NH:24][C:10](=[O:12])[CH2:9][O:8][C:7]2[CH:6]=[CH:5][C:4]([C:1](=[O:3])[CH3:2])=[CH:14][CH:13]=2)[CH:19]=1, predict the reactants needed to synthesize it. The reactants are: [C:1]([C:4]1[CH:14]=[CH:13][C:7]([O:8][CH2:9][C:10]([OH:12])=O)=[CH:6][CH:5]=1)(=[O:3])[CH3:2].[CH3:15][O:16][C:17](=[O:25])[C:18]1[CH:23]=[CH:22][CH:21]=[C:20]([NH2:24])[CH:19]=1.C1C=CC2N(O)N=NC=2C=1.CCN(C(C)C)C(C)C. (6) Given the product [NH2:28][C:13]1[C:14]([NH:19][C:20]2[CH:25]=[CH:24][C:23]([Br:26])=[CH:22][C:21]=2[F:27])=[C:15]([CH3:18])[C:16](=[O:17])[N:11]2[CH2:10][CH2:9][N:8]([CH2:1][C:2]3[CH:3]=[CH:4][CH:5]=[CH:6][CH:7]=3)[C:12]=12, predict the reactants needed to synthesize it. The reactants are: [CH2:1]([N:8]1[C:12]2=[C:13]([N+:28]([O-])=O)[C:14]([NH:19][C:20]3[CH:25]=[CH:24][C:23]([Br:26])=[CH:22][C:21]=3[F:27])=[C:15]([CH3:18])[C:16](=[O:17])[N:11]2[CH2:10][CH2:9]1)[C:2]1[CH:7]=[CH:6][CH:5]=[CH:4][CH:3]=1.C(OC(=O)C)C. (7) Given the product [Cl:1][C:2]1[CH:3]=[C:4]([C:11]([OH:14])=[O:13])[CH:5]=[C:6]2[C:10]=1[NH:9][N:8]=[CH:7]2, predict the reactants needed to synthesize it. The reactants are: [Cl:1][C:2]1[CH:3]=[C:4]([C:11]#N)[CH:5]=[C:6]2[C:10]=1[NH:9][N:8]=[CH:7]2.[OH2:13].[OH-:14].[K+]. (8) Given the product [C:19]([C:4]1[CH:3]=[C:2]([NH2:1])[N:6]([C:7]2[CH:8]=[C:9]([CH2:17][Cl:25])[C:10]3[C:15](=[CH:14][CH:13]=[CH:12][CH:11]=3)[CH:16]=2)[N:5]=1)([CH3:22])([CH3:21])[CH3:20], predict the reactants needed to synthesize it. The reactants are: [NH2:1][C:2]1[N:6]([C:7]2[CH:8]=[C:9]([CH2:17]O)[C:10]3[C:15]([CH:16]=2)=[CH:14][CH:13]=[CH:12][CH:11]=3)[N:5]=[C:4]([C:19]([CH3:22])([CH3:21])[CH3:20])[CH:3]=1.O=S(Cl)[Cl:25].